This data is from Reaction yield outcomes from USPTO patents with 853,638 reactions. The task is: Predict the reaction yield, written as a fraction of the theoretical maximum amount of product (1.0 means a 100% yield; for example, 0.34 means a 34% yield). (1) The yield is 0.610. The product is [Cl:19][C:15]1[CH:14]=[C:13]([C:11]2[N:12]=[C:7]([NH:28][C:29]3[CH:30]=[CH:31][C:32]([CH2:35][C:36]([NH2:38])=[O:37])=[CH:33][CH:34]=3)[C:8]3[S:23](=[O:25])(=[O:24])[CH2:22][CH2:21][CH2:20][C:9]=3[N:10]=2)[CH:18]=[CH:17][CH:16]=1. No catalyst specified. The reactants are FC(F)(F)S(O[C:7]1[C:8]2[S:23](=[O:25])(=[O:24])[CH2:22][CH2:21][CH2:20][C:9]=2[N:10]=[C:11]([C:13]2[CH:18]=[CH:17][CH:16]=[C:15]([Cl:19])[CH:14]=2)[N:12]=1)(=O)=O.[NH2:28][C:29]1[CH:34]=[CH:33][C:32]([CH2:35][C:36]([NH2:38])=[O:37])=[CH:31][CH:30]=1. (2) The reactants are [CH2:1]([O:8][C:9]1[CH:18]=[C:17]2[C:12]([C:13](Cl)=[CH:14][CH:15]=[N:16]2)=[CH:11][CH:10]=1)[C:2]1[CH:7]=[CH:6][CH:5]=[CH:4][CH:3]=1.[F:20][C:21]1[CH:26]=[C:25]([N+:27]([O-:29])=[O:28])[CH:24]=[CH:23][C:22]=1[OH:30].CCN(C(C)C)C(C)C. The catalyst is C1(C)C=CC=CC=1. The product is [CH2:1]([O:8][C:9]1[CH:18]=[C:17]2[C:12]([C:13]([O:30][C:22]3[CH:23]=[CH:24][C:25]([N+:27]([O-:29])=[O:28])=[CH:26][C:21]=3[F:20])=[CH:14][CH:15]=[N:16]2)=[CH:11][CH:10]=1)[C:2]1[CH:7]=[CH:6][CH:5]=[CH:4][CH:3]=1. The yield is 0.910. (3) The reactants are [CH:1]([C:4]1[CH:9]=[C:8]([CH:10]([CH3:12])[CH3:11])[CH:7]=[C:6]([CH:13]([CH3:15])[CH3:14])[C:5]=1[C:16]1[CH:21]=[CH:20][CH:19]=[CH:18][C:17]=1[PH:22](=O)OCC)([CH3:3])[CH3:2].[H-].[Al+3].[Li+].[H-].[H-].[H-].Cl[Si](C)(C)C.[PH2](=O)[O-].Cl. The catalyst is CCOC(C)=O.C1COCC1. The product is [CH:1]([C:4]1[CH:9]=[C:8]([CH:10]([CH3:11])[CH3:12])[CH:7]=[C:6]([CH:13]([CH3:14])[CH3:15])[C:5]=1[C:16]1[CH:21]=[CH:20][CH:19]=[CH:18][C:17]=1[PH2:22])([CH3:2])[CH3:3]. The yield is 0.990. (4) The reactants are [F:1][C:2]([F:26])([F:25])[C:3]1[CH:8]=[CH:7][C:6]([C:9]2[O:13][C:12]([C:14]3[CH:24]=[CH:23][CH:22]=[CH:21][C:15]=3[C:16]([O:18]CC)=[O:17])=[CH:11][CH:10]=2)=[CH:5][CH:4]=1.[OH-].[Na+].O1CCCC1.Cl. The catalyst is O.C(O)C. The product is [F:25][C:2]([F:1])([F:26])[C:3]1[CH:4]=[CH:5][C:6]([C:9]2[O:13][C:12]([C:14]3[CH:24]=[CH:23][CH:22]=[CH:21][C:15]=3[C:16]([OH:18])=[O:17])=[CH:11][CH:10]=2)=[CH:7][CH:8]=1. The yield is 0.530. (5) The reactants are [Br:1]Br.[NH:3]1[C:8](=[O:9])[CH2:7][CH2:6][CH2:5][C:4]1=[O:10]. The catalyst is ClC(Cl)CCl. The product is [Br:1][CH:5]1[CH2:6][CH2:7][C:8](=[O:9])[NH:3][C:4]1=[O:10]. The yield is 0.443. (6) The reactants are [CH3:1][S:2][C:3]1[N:8]=[C:7]([C:9]2[S:13][C:12]([S:14](Cl)(=[O:16])=[O:15])=[CH:11][CH:10]=2)[CH:6]=[CH:5][N:4]=1.[N:18]1[CH:23]=CC=C[CH:19]=1.CNC.C1COCC1. The catalyst is C(Cl)Cl. The product is [CH3:19][N:18]([CH3:23])[S:14]([C:12]1[S:13][C:9]([C:7]2[CH:6]=[CH:5][N:4]=[C:3]([S:2][CH3:1])[N:8]=2)=[CH:10][CH:11]=1)(=[O:16])=[O:15]. The yield is 0.749. (7) The yield is 0.310. The product is [CH2:33]([O:32][C:30](=[O:31])[CH2:29][N:19]1[CH2:18][CH2:17][CH:16]([CH2:15][NH:14][C:12]([C:6]2[C:5]3[C:9](=[CH:10][CH:11]=[C:3]([Br:2])[CH:4]=3)[NH:8][N:7]=2)=[O:13])[CH2:21][CH2:20]1)[CH3:34]. The reactants are Cl.[Br:2][C:3]1[CH:4]=[C:5]2[C:9](=[CH:10][CH:11]=1)[NH:8][N:7]=[C:6]2[C:12]([NH:14][CH2:15][CH:16]1[CH2:21][CH2:20][NH:19][CH2:18][CH2:17]1)=[O:13].C(=O)([O-])[O-].[K+].[K+].Br[CH2:29][C:30]([O:32][CH2:33][CH3:34])=[O:31]. The catalyst is CN(C=O)C.O.